This data is from Full USPTO retrosynthesis dataset with 1.9M reactions from patents (1976-2016). The task is: Predict the reactants needed to synthesize the given product. (1) Given the product [F:11][C:3]1[CH:4]=[C:5]([N+:8]([O-:10])=[O:9])[CH:6]=[CH:7][C:2]=1[N:12]1[CH2:17][CH2:16][NH:15][CH2:14][CH2:13]1, predict the reactants needed to synthesize it. The reactants are: F[C:2]1[CH:7]=[CH:6][C:5]([N+:8]([O-:10])=[O:9])=[CH:4][C:3]=1[F:11].[NH:12]1[CH2:17][CH2:16][NH:15][CH2:14][CH2:13]1.C(OCC)(=O)C. (2) The reactants are: N(C(OCC)=O)=NC(OCC)=O.[F:13][C:14]1[C:22]([O:23][C:24]2[C:33]3[C:28](=[CH:29][C:30]([OH:36])=[C:31]([O:34][CH3:35])[CH:32]=3)[N:27]=[N:26][CH:25]=2)=[CH:21][CH:20]=[C:19]2[C:15]=1[CH:16]=[C:17]([CH3:37])[NH:18]2.C1(P(C2C=CC=CC=2)C2C=CC=CC=2)C=CC=CC=1.[C:57]([N:60]1[CH2:65][CH2:64][N:63]([CH2:66][CH2:67][CH2:68]O)[CH2:62][CH2:61]1)(=[O:59])[CH3:58]. Given the product [C:57]([N:60]1[CH2:65][CH2:64][N:63]([CH2:66][CH2:67][CH2:68][O:36][C:30]2[CH:29]=[C:28]3[C:33]([C:24]([O:23][C:22]4[C:14]([F:13])=[C:15]5[C:19](=[CH:20][CH:21]=4)[NH:18][C:17]([CH3:37])=[CH:16]5)=[CH:25][N:26]=[N:27]3)=[CH:32][C:31]=2[O:34][CH3:35])[CH2:62][CH2:61]1)(=[O:59])[CH3:58], predict the reactants needed to synthesize it. (3) Given the product [S:22]1[C:23]2[CH:29]=[CH:28][CH:27]=[CH:26][C:24]=2[N:25]=[C:21]1[C:19]#[C:18][C:14]1[CH:15]=[C:16]([F:17])[C:9]([N:4]2[CH2:5][C@H:6]([CH3:8])[O:7][C@H:2]([CH3:1])[CH2:3]2)=[C:10]([CH:13]=1)[CH:11]=[O:12], predict the reactants needed to synthesize it. The reactants are: [CH3:1][C@@H:2]1[O:7][C@H:6]([CH3:8])[CH2:5][N:4]([C:9]2[C:16]([F:17])=[CH:15][C:14]([C:18]#[CH:19])=[CH:13][C:10]=2[CH:11]=[O:12])[CH2:3]1.Br[C:21]1[S:22][C:23]2[CH:29]=[CH:28][CH:27]=[CH:26][C:24]=2[N:25]=1. (4) Given the product [NH2:17][C:16]1[CH:15]=[C:14]([C:18]2[CH:19]=[CH:20][C:21]([O:24][CH2:25][CH3:26])=[CH:22][CH:23]=2)[S:1][C:2]=1[C:3]([O:5][C:6]([CH3:9])([CH3:8])[CH3:7])=[O:4], predict the reactants needed to synthesize it. The reactants are: [SH:1][CH2:2][C:3]([O:5][C:6]([CH3:9])([CH3:8])[CH3:7])=[O:4].C[O-].[Na+].Cl/[C:14](/[C:18]1[CH:23]=[CH:22][C:21]([O:24][CH2:25][CH3:26])=[CH:20][CH:19]=1)=[CH:15]\[C:16]#[N:17].O. (5) The reactants are: [Cl:1][C:2]1[C:10]2[CH:9]=[CH:8][S:7][C:6]=2[CH:5]=[CH:4][CH:3]=1.[NH:11]1[CH2:16][CH2:15][NH:14][CH2:13][CH2:12]1.C1([B-](C2C=CC=CC=2)(C2C=CC=CC=2)C2C=CC=CC=2)C=CC=CC=1.C([PH+](C(C)(C)C)C(C)(C)C)(C)(C)C.CC(C)([O-])C.[Na+]. Given the product [ClH:1].[N:11]1([C:2]2[C:10]3[CH:9]=[CH:8][S:7][C:6]=3[CH:5]=[CH:4][CH:3]=2)[CH2:16][CH2:15][NH:14][CH2:13][CH2:12]1, predict the reactants needed to synthesize it. (6) Given the product [CH3:9][N:8]([CH3:10])[C:6]([C:5]1[CH:11]=[CH:12][C:2]([NH:1][C:33]([N:24]2[CH2:25][CH2:26][C:27]3[C:32](=[CH:31][CH:30]=[CH:29][CH:28]=3)[C@H:23]2[C:20]2[CH:21]=[CH:22][C:17]([C:16]([F:45])([F:15])[F:46])=[CH:18][CH:19]=2)=[O:34])=[CH:3][CH:4]=1)=[O:7], predict the reactants needed to synthesize it. The reactants are: [NH2:1][C:2]1[CH:12]=[CH:11][C:5]([C:6]([N:8]([CH3:10])[CH3:9])=[O:7])=[CH:4][CH:3]=1.[H-].[Na+].[F:15][C:16]([F:46])([F:45])[C:17]1[CH:22]=[CH:21][C:20]([C@@H:23]2[C:32]3[C:27](=[CH:28][CH:29]=[CH:30][CH:31]=3)[CH2:26][CH2:25][N:24]2[C:33](OC2C=CC([N+]([O-])=O)=CC=2)=[O:34])=[CH:19][CH:18]=1.O. (7) Given the product [C:2]1([C:16]2[CH:17]=[CH:18][N:19]=[C:14]([NH2:13])[N:15]=2)[CH:7]=[CH:6][CH:5]=[CH:4][CH:3]=1, predict the reactants needed to synthesize it. The reactants are: Br[C:2]1[CH:7]=[CH:6][CH:5]=[CH:4][CH:3]=1.[Li]CCCC.[NH2:13][C:14]1[N:19]=[CH:18][CH:17]=[CH:16][N:15]=1. (8) Given the product [Cl:38][C:32]1[CH:33]=[CH:34][CH:35]=[C:36]([Cl:37])[C:31]=1[C:24]1[C:23]([CH2:22][O:1][C:2]2[CH:3]=[CH:4][C:5]([C:8]3[CH:9]=[C:10]4[C:14](=[CH:15][CH:16]=3)[C:13]([OH:40])([C:17]([OH:19])=[O:18])[CH2:12][CH2:11]4)=[CH:6][CH:7]=2)=[C:27]([CH:28]([CH3:30])[CH3:29])[O:26][N:25]=1, predict the reactants needed to synthesize it. The reactants are: [OH:1][C:2]1[CH:7]=[CH:6][C:5]([C:8]2[CH:9]=[C:10]3[C:14](=[CH:15][CH:16]=2)[CH:13]([C:17]([O:19]C)=[O:18])[CH2:12][CH2:11]3)=[CH:4][CH:3]=1.Cl[CH2:22][C:23]1[C:24]([C:31]2[C:36]([Cl:37])=[CH:35][CH:34]=[CH:33][C:32]=2[Cl:38])=[N:25][O:26][C:27]=1[CH:28]([CH3:30])[CH3:29].C(=O)([O-])[O-:40].[K+].[K+].[OH-].[Na+]. (9) The reactants are: [Br:1][C:2]1[CH:3]=[N:4][C:5](F)=[C:6]([CH:9]=1)[CH:7]=[O:8].[OH:11][C:12]([C:15](O)([CH3:17])[CH3:16])([CH3:14])[CH3:13].[NH2:19][NH2:20]. Given the product [Br:1][C:2]1[CH:9]=[C:6]([CH:7]2[O:11][C:12]([CH3:14])([CH3:13])[C:15]([CH3:17])([CH3:16])[O:8]2)[C:5]([NH:19][NH2:20])=[N:4][CH:3]=1, predict the reactants needed to synthesize it.